This data is from Reaction yield outcomes from USPTO patents with 853,638 reactions. The task is: Predict the reaction yield, written as a fraction of the theoretical maximum amount of product (1.0 means a 100% yield; for example, 0.34 means a 34% yield). (1) The reactants are [Cl:1][C:2]1[CH:10]=[C:9]([C:11]([NH:13][C@H:14]([C:16]2[NH:20][C:19]3[CH:21]=[CH:22][C:23]([Cl:25])=[CH:24][C:18]=3[N:17]=2)[CH3:15])=[O:12])[CH:8]=[CH:7][C:3]=1[C:4]([OH:6])=O.CN(C(ON1N=NC2C=CC=CC1=2)=[N+](C)C)C.[B-](F)(F)(F)F.C(N(C(C)C)CC)(C)C.[C:57]([O:61][C:62]([NH:64][CH2:65][C@@H:66]1[CH2:70][CH2:69][CH2:68][NH:67]1)=[O:63])([CH3:60])([CH3:59])[CH3:58].ClCl. The catalyst is O1CCCC1.ClCCl.C(O)C. The product is [Cl:25][C:23]1[CH:22]=[CH:21][C:19]2[NH:20][C:16]([C@@H:14]([NH:13][C:11](=[O:12])[C:9]3[CH:8]=[CH:7][C:3]([C:4]([N:67]4[CH2:68][CH2:69][CH2:70][C@H:66]4[CH2:65][NH:64][C:62]([O:61][C:57]([CH3:60])([CH3:59])[CH3:58])=[O:63])=[O:6])=[C:2]([Cl:1])[CH:10]=3)[CH3:15])=[N:17][C:18]=2[CH:24]=1. The yield is 0.290. (2) The reactants are [SH:1][CH2:2][CH2:3][CH2:4][CH2:5][CH2:6][CH2:7][CH2:8][CH2:9][CH2:10][CH2:11][CH2:12][O:13][CH2:14][CH2:15][O:16][CH2:17][CH2:18][O:19][CH2:20][CH2:21][OH:22].[OH-:23].[Na+].II.C(Cl)Cl. The catalyst is C1COCC1. The product is [OH:22][CH2:21][CH2:20][O:19][CH2:18][CH2:17][O:16][CH2:15][CH2:14][O:13][CH2:12][CH2:11][CH2:10][CH2:9][CH2:8][CH2:7][CH2:6][CH2:5][CH2:4][CH2:3][CH2:2][S:1][S:1][CH2:2][CH2:3][CH2:4][CH2:5][CH2:6][CH2:7][CH2:8][CH2:9][CH2:10][CH2:11][CH2:12][O:23][CH2:14][CH2:15][O:16][CH2:17][CH2:18][O:19][CH2:20][CH2:21][OH:22]. The yield is 0.540.